This data is from Full USPTO retrosynthesis dataset with 1.9M reactions from patents (1976-2016). The task is: Predict the reactants needed to synthesize the given product. (1) Given the product [N:13]([N:7]([C:1]1[CH:6]=[CH:5][CH:4]=[CH:3][CH:2]=1)[C@H:8]([C:10]([OH:12])=[O:11])[CH3:9])=[O:14], predict the reactants needed to synthesize it. The reactants are: [C:1]1([NH:7][C@H:8]([C:10]([OH:12])=[O:11])[CH3:9])[CH:6]=[CH:5][CH:4]=[CH:3][CH:2]=1.[N:13](OCCCC)=[O:14]. (2) Given the product [CH3:1][NH:8][CH2:9][CH:10]1[O:15][C:14]2[CH:16]=[C:17]([S:20]([CH3:23])(=[O:21])=[O:22])[CH:18]=[CH:19][C:13]=2[CH2:12][O:11]1, predict the reactants needed to synthesize it. The reactants are: [CH2:1]([N:8](C)[CH2:9][CH:10]1[O:15][C:14]2[CH:16]=[C:17]([S:20]([CH3:23])(=[O:22])=[O:21])[CH:18]=[CH:19][C:13]=2[CH2:12][O:11]1)C1C=CC=CC=1.